Dataset: Peptide-MHC class I binding affinity with 185,985 pairs from IEDB/IMGT. Task: Regression. Given a peptide amino acid sequence and an MHC pseudo amino acid sequence, predict their binding affinity value. This is MHC class I binding data. (1) The peptide sequence is RRLKAEAQM. The MHC is HLA-B27:05 with pseudo-sequence HLA-B27:05. The binding affinity (normalized) is 0.633. (2) The peptide sequence is RLFTRCAVI. The MHC is HLA-A02:01 with pseudo-sequence HLA-A02:01. The binding affinity (normalized) is 0.506. (3) The peptide sequence is KASTISWMM. The MHC is HLA-A02:02 with pseudo-sequence HLA-A02:02. The binding affinity (normalized) is 0.440. (4) The peptide sequence is RELYYRLKF. The MHC is HLA-B48:01 with pseudo-sequence HLA-B48:01. The binding affinity (normalized) is 0.0847. (5) The peptide sequence is HPRVSSEVHI. The MHC is HLA-A33:01 with pseudo-sequence HLA-A33:01. The binding affinity (normalized) is 0. (6) The peptide sequence is PRQTGGFFRPW. The MHC is Mamu-B52 with pseudo-sequence Mamu-B52. The binding affinity (normalized) is 0.736. (7) The peptide sequence is LRNEESEKMAK. The MHC is HLA-B27:05 with pseudo-sequence HLA-B27:05. The binding affinity (normalized) is 0.118.